This data is from Forward reaction prediction with 1.9M reactions from USPTO patents (1976-2016). The task is: Predict the product of the given reaction. (1) Given the reactants [CH3:1][O:2][C:3]([C:5]1[C:6]([O:13][CH3:14])=[N:7][C:8](Cl)=[CH:9][C:10]=1[CH3:11])=[O:4].[NH:15]1[CH2:20][CH2:19][O:18][CH2:17][CH2:16]1.CCN(CC)CC.CCOC(C)=O, predict the reaction product. The product is: [CH3:1][O:2][C:3]([C:5]1[C:6]([O:13][CH3:14])=[N:7][C:8]([N:15]2[CH2:20][CH2:19][O:18][CH2:17][CH2:16]2)=[CH:9][C:10]=1[CH3:11])=[O:4]. (2) The product is: [NH2:17][C:11]1[N:10]=[C:9]([NH:18][C@H:19]([CH3:23])[CH2:20][CH2:21][CH3:22])[N:8]=[C:7]2[C:12]=1[NH:13][C:14](=[O:15])[N:6]2[CH2:5][CH2:4][CH2:3][CH2:2][N:24]1[CH2:29][CH2:28][CH2:27][CH2:26][CH2:25]1. Given the reactants Cl[CH2:2][CH2:3][CH2:4][CH2:5][N:6]1[C:14]([O:15]C)=[N:13][C:12]2[C:7]1=[N:8][C:9]([NH:18][C@H:19]([CH3:23])[CH2:20][CH2:21][CH3:22])=[N:10][C:11]=2[NH2:17].[NH:24]1[CH2:29][CH2:28][CH2:27][CH2:26][CH2:25]1, predict the reaction product. (3) Given the reactants [CH:1]1([C:4]2[C:9]3[C:10]([C:13]4[S:14][CH:15]=[CH:16][CH:17]=4)=[N:11][O:12][C:8]=3[C:7]([OH:18])=[C:6]([C:19](OCC)=[O:20])[N:5]=2)[CH2:3][CH2:2]1.[NH2:24][CH2:25][C:26]([OH:28])=[O:27].C[O-].[Na+], predict the reaction product. The product is: [CH:1]1([C:4]2[C:9]3[C:10]([C:13]4[S:14][CH:15]=[CH:16][CH:17]=4)=[N:11][O:12][C:8]=3[C:7]([OH:18])=[C:6]([C:19]([NH:24][CH2:25][C:26]([OH:28])=[O:27])=[O:20])[N:5]=2)[CH2:3][CH2:2]1. (4) Given the reactants C(O[C:6]([N:8]1[CH2:12][C:11](=[CH:13][C:14]#[N:15])[CH2:10][C@H:9]1[C:16]([OH:18])=O)=[O:7])(C)(C)C.C(Cl)(=O)[C:20]1[CH:25]=[CH:24][CH:23]=[CH:22][CH:21]=1.[C:28]1([CH2:38][NH2:39])[C:37]2[C:32](=[CH:33][CH:34]=[CH:35][CH:36]=2)[CH:31]=[CH:30][CH:29]=1, predict the reaction product. The product is: [C:6]([N:8]1[CH2:12][C:11](=[CH:13][C:14]#[N:15])[CH2:10][C@H:9]1[C:16]([NH:39][CH2:38][C:28]1[C:37]2[C:32](=[CH:33][CH:34]=[CH:35][CH:36]=2)[CH:31]=[CH:30][CH:29]=1)=[O:18])(=[O:7])[C:20]1[CH:25]=[CH:24][CH:23]=[CH:22][CH:21]=1. (5) Given the reactants Cl[C:2]1[N:7]=[C:6]([N:8]([C:18]2[C:23]([CH3:24])=[CH:22][CH:21]=[CH:20][C:19]=2[CH3:25])[C:9]2[NH:13][C:12]3[CH:14]=[CH:15][CH:16]=[CH:17][C:11]=3[N:10]=2)[CH:5]=[CH:4][N:3]=1.[CH3:26][O:27][C:28]1[CH:29]=[C:30]([NH2:43])[CH:31]=[CH:32][C:33]=1[O:34][CH2:35][CH:36]1[CH2:41][CH2:40][N:39]([CH3:42])[CH2:38][CH2:37]1.[OH-].[Na+], predict the reaction product. The product is: [NH:10]1[C:11]2[CH:17]=[CH:16][CH:15]=[CH:14][C:12]=2[N:13]=[C:9]1[N:8]([C:18]1[C:23]([CH3:24])=[CH:22][CH:21]=[CH:20][C:19]=1[CH3:25])[C:6]1[CH:5]=[CH:4][N:3]=[C:2]([NH:43][C:30]2[CH:31]=[CH:32][C:33]([O:34][CH2:35][CH:36]3[CH2:41][CH2:40][N:39]([CH3:42])[CH2:38][CH2:37]3)=[C:28]([O:27][CH3:26])[CH:29]=2)[N:7]=1.